This data is from Forward reaction prediction with 1.9M reactions from USPTO patents (1976-2016). The task is: Predict the product of the given reaction. (1) Given the reactants [NH2:1][C:2]1[CH:23]=[CH:22][C:5]([O:6][C:7]2[CH:8]=[CH:9][C:10]3[N:11]([CH:13]=[C:14]([NH:16][C:17]([CH:19]4[CH2:21][CH2:20]4)=[O:18])[N:15]=3)[CH:12]=2)=[CH:4][C:3]=1[F:24].[F:25][C:26]1[CH:31]=[CH:30][C:29]([N:32]2[C:37]([CH3:38])=[CH:36][CH:35]=[C:34]([C:39](O)=[O:40])[C:33]2=[O:42])=[CH:28][CH:27]=1.CN(C(ON1N=NC2C=CC=NC1=2)=[N+](C)C)C.F[P-](F)(F)(F)(F)F.C(N(CC)C(C)C)(C)C.C(=O)([O-])O.[Na+], predict the reaction product. The product is: [CH:19]1([C:17]([NH:16][C:14]2[N:15]=[C:10]3[CH:9]=[CH:8][C:7]([O:6][C:5]4[CH:22]=[CH:23][C:2]([NH:1][C:39]([C:34]5[C:33](=[O:42])[N:32]([C:29]6[CH:28]=[CH:27][C:26]([F:25])=[CH:31][CH:30]=6)[C:37]([CH3:38])=[CH:36][CH:35]=5)=[O:40])=[C:3]([F:24])[CH:4]=4)=[CH:12][N:11]3[CH:13]=2)=[O:18])[CH2:21][CH2:20]1. (2) Given the reactants [NH2:1][C:2]1[N:7]=[C:6](S(C)(=O)=O)[C:5]([C:12]2[CH:13]=[CH:14][C:15](=[O:21])[N:16]([CH:18]([CH3:20])[CH3:19])[N:17]=2)=[C:4]([C:22]2[CH:27]=[CH:26][CH:25]=[CH:24][CH:23]=2)[N:3]=1.C(=O)(O)O.[NH2:32][C:33]([NH2:35])=[NH:34].O, predict the reaction product. The product is: [NH2:1][C:2]1[N:7]=[C:6]([NH:34][C:33]([NH2:35])=[NH:32])[C:5]([C:12]2[CH:13]=[CH:14][C:15](=[O:21])[N:16]([CH:18]([CH3:20])[CH3:19])[N:17]=2)=[C:4]([C:22]2[CH:27]=[CH:26][CH:25]=[CH:24][CH:23]=2)[N:3]=1.